Dataset: Peptide-MHC class I binding affinity with 185,985 pairs from IEDB/IMGT. Task: Regression. Given a peptide amino acid sequence and an MHC pseudo amino acid sequence, predict their binding affinity value. This is MHC class I binding data. (1) The peptide sequence is FEFTSFFY. The MHC is HLA-B44:02 with pseudo-sequence HLA-B44:02. The binding affinity (normalized) is 0.581. (2) The peptide sequence is EMADYIFFV. The MHC is HLA-A25:01 with pseudo-sequence HLA-A25:01. The binding affinity (normalized) is 0.0847. (3) The peptide sequence is MTYKAAVL. The MHC is HLA-B44:02 with pseudo-sequence HLA-B44:02. The binding affinity (normalized) is 0. (4) The binding affinity (normalized) is 0.0847. The MHC is HLA-A02:03 with pseudo-sequence HLA-A02:03. The peptide sequence is YVYFYDLSY.